This data is from Peptide-MHC class I binding affinity with 185,985 pairs from IEDB/IMGT. The task is: Regression. Given a peptide amino acid sequence and an MHC pseudo amino acid sequence, predict their binding affinity value. This is MHC class I binding data. (1) The peptide sequence is EEEYFMCFKY. The MHC is HLA-B40:01 with pseudo-sequence HLA-B40:01. The binding affinity (normalized) is 0.214. (2) The peptide sequence is IPLKIVRFF. The MHC is H-2-Dd with pseudo-sequence H-2-Dd. The binding affinity (normalized) is 0.0222. (3) The peptide sequence is LGFLGFLAT. The MHC is Mamu-B3901 with pseudo-sequence Mamu-B3901. The binding affinity (normalized) is 0.335. (4) The peptide sequence is YKELCDAVY. The binding affinity (normalized) is 0.232. The MHC is HLA-A01:01 with pseudo-sequence HLA-A01:01. (5) The peptide sequence is DQLLPFMSDMS. The MHC is H-2-Db with pseudo-sequence H-2-Db. The binding affinity (normalized) is 0.294. (6) The peptide sequence is MMFDAMGAL. The MHC is BoLA-D18.4 with pseudo-sequence BoLA-D18.4. The binding affinity (normalized) is 0.936. (7) The MHC is HLA-B44:03 with pseudo-sequence HLA-B44:03. The binding affinity (normalized) is 0.944. The peptide sequence is AELTIGVNY. (8) The peptide sequence is SHGIDVTDL. The MHC is HLA-A02:19 with pseudo-sequence HLA-A02:19. The binding affinity (normalized) is 0.0847. (9) The peptide sequence is WTCSRVIFPL. The MHC is Mamu-A01 with pseudo-sequence Mamu-A01. The binding affinity (normalized) is 0.532.